This data is from Peptide-MHC class I binding affinity with 185,985 pairs from IEDB/IMGT. The task is: Regression. Given a peptide amino acid sequence and an MHC pseudo amino acid sequence, predict their binding affinity value. This is MHC class I binding data. (1) The peptide sequence is VQTAAAVVF. The MHC is HLA-B40:01 with pseudo-sequence HLA-B40:01. The binding affinity (normalized) is 0.213. (2) The peptide sequence is MTNRQFHQK. The MHC is HLA-A02:01 with pseudo-sequence HLA-A02:01. The binding affinity (normalized) is 0.0847. (3) The peptide sequence is FPGTGSEFV. The MHC is HLA-A02:16 with pseudo-sequence HLA-A02:16. The binding affinity (normalized) is 0.0847. (4) The peptide sequence is GTFKSVAVK. The MHC is HLA-B15:17 with pseudo-sequence HLA-B15:17. The binding affinity (normalized) is 0.0847.